From a dataset of Catalyst prediction with 721,799 reactions and 888 catalyst types from USPTO. Predict which catalyst facilitates the given reaction. (1) Reactant: Br[C:2]1[C:7]([O:8][CH3:9])=[CH:6][C:5]([NH:10][C:11]2[N:16]=[C:15]([NH:17][CH3:18])[C:14]([C:19]([F:22])([F:21])[F:20])=[CH:13][N:12]=2)=[C:4]([Cl:23])[CH:3]=1.[CH3:24][N:25]1[C:29]([Sn](CCCC)(CCCC)CCCC)=[CH:28][N:27]=[N:26]1. Product: [Cl:23][C:4]1[CH:3]=[C:2]([C:29]2[N:25]([CH3:24])[N:26]=[N:27][CH:28]=2)[C:7]([O:8][CH3:9])=[CH:6][C:5]=1[NH:10][C:11]1[N:16]=[C:15]([NH:17][CH3:18])[C:14]([C:19]([F:22])([F:21])[F:20])=[CH:13][N:12]=1. The catalyst class is: 75. (2) Reactant: [C:1](Cl)(Cl)=[S:2].[CH3:5][C:6]1[C:7]([NH2:13])=[N:8][CH:9]=[C:10]([CH3:12])[N:11]=1. Product: [N:13]([C:7]1[C:6]([CH3:5])=[N:11][C:10]([CH3:12])=[CH:9][N:8]=1)=[C:1]=[S:2]. The catalyst class is: 685.